Dataset: Reaction yield outcomes from USPTO patents with 853,638 reactions. Task: Predict the reaction yield, written as a fraction of the theoretical maximum amount of product (1.0 means a 100% yield; for example, 0.34 means a 34% yield). (1) The product is [CH3:14][S:13][C:4]1[N:3]=[C:2]([NH:15][C:16]2[CH:21]=[CH:20][CH:19]=[CH:18][CH:17]=2)[C:7]([C:8]([O:10][CH2:11][CH3:12])=[O:9])=[CH:6][N:5]=1. The catalyst is C1COCC1. The yield is 0.640. The reactants are Cl[C:2]1[C:7]([C:8]([O:10][CH2:11][CH3:12])=[O:9])=[CH:6][N:5]=[C:4]([S:13][CH3:14])[N:3]=1.[NH2:15][C:16]1[CH:21]=[CH:20][CH:19]=[CH:18][CH:17]=1.C(N(CC)CC)C. (2) The reactants are Cl.[NH2:2][C:3]1[CH:8]=[CH:7][C:6]([OH:9])=[CH:5][C:4]=1[Cl:10].[C:11]([O-])(=[O:13])[CH3:12].[Na+].O.C(=O)(O)[O-].[Na+]. The catalyst is C(O)(=O)C. The product is [C:11]([NH:2][C:3]1[CH:8]=[CH:7][C:6]([OH:9])=[CH:5][C:4]=1[Cl:10])(=[O:13])[CH3:12]. The yield is 0.840. (3) The reactants are [CH3:1][O:2][C:3]([C:5]1[S:6][C:7]([CH:14](OCC)[O:15]CC)=[CH:8][C:9]=1[C:10]([CH3:13])([CH3:12])[CH3:11])=[O:4].C(O)=O. The catalyst is O1CCOCC1. The product is [CH3:1][O:2][C:3]([C:5]1[S:6][C:7]([CH:14]=[O:15])=[CH:8][C:9]=1[C:10]([CH3:11])([CH3:12])[CH3:13])=[O:4]. The yield is 1.00. (4) The reactants are Cl[C:2]1[N:3]=[C:4]([N:13]2[CH2:18][CH2:17][N:16]([C:19](=[O:27])[CH2:20][C:21]3[CH:26]=[CH:25][CH:24]=[CH:23][CH:22]=3)[CH2:15][CH2:14]2)[C:5]2[CH:10]=[C:9]([CH2:11][CH3:12])[S:8][C:6]=2[N:7]=1.[SH:28][CH:29]([CH3:33])[C:30](=[O:32])[CH3:31]. The catalyst is CN(C=O)C. The product is [CH2:11]([C:9]1[S:8][C:6]2[N:7]=[C:2]([S:28][CH:29]([CH3:33])[C:30](=[O:32])[CH3:31])[N:3]=[C:4]([N:13]3[CH2:18][CH2:17][N:16]([C:19](=[O:27])[CH2:20][C:21]4[CH:26]=[CH:25][CH:24]=[CH:23][CH:22]=4)[CH2:15][CH2:14]3)[C:5]=2[CH:10]=1)[CH3:12]. The yield is 0.700. (5) The reactants are [CH2:1]([C:3]([C:14]1[CH:19]=[CH:18][C:17](/[CH:20]=[CH:21]/[C:22](=[O:25])[CH2:23][CH3:24])=[C:16]([CH3:26])[CH:15]=1)([C:6]1[CH:11]=[CH:10][C:9]([OH:12])=[C:8]([CH3:13])[CH:7]=1)[CH2:4][CH3:5])[CH3:2].[CH3:27][CH2:28]CCCC.[NH4+].[Cl-].[CH2:35]1COC[CH2:36]1. The catalyst is C([Li])CCC. The product is [CH2:1]([C:3]([C:6]1[CH:11]=[CH:10][C:9]([OH:12])=[C:8]([CH3:13])[CH:7]=1)([C:14]1[CH:19]=[CH:18][C:17](/[CH:20]=[CH:21]/[C:22]([CH2:35][CH3:36])([OH:25])[CH2:23][CH2:24][CH2:27][CH3:28])=[C:16]([CH3:26])[CH:15]=1)[CH2:4][CH3:5])[CH3:2]. The yield is 0.620. (6) No catalyst specified. The reactants are [Cl:1][C:2]1[N:11]=[C:10]([N:12]2[CH2:16][CH2:15][C@H:14]([NH:17][CH2:18][CH3:19])[CH2:13]2)[C:9]2[C:4](=[CH:5][C:6]([Cl:20])=[CH:7][CH:8]=2)[N:3]=1.[NH2:21][C:22]1[CH:23]=[C:24]([CH:27]=[C:28]([NH2:30])[CH:29]=1)[C:25]#[N:26]. The product is [ClH:1].[NH2:21][C:22]1[CH:23]=[C:24]([CH:27]=[C:28]([NH:30][C:2]2[N:11]=[C:10]([N:12]3[CH2:16][CH2:15][C@H:14]([NH:17][CH2:18][CH3:19])[CH2:13]3)[C:9]3[C:4](=[CH:5][C:6]([Cl:20])=[CH:7][CH:8]=3)[N:3]=2)[CH:29]=1)[C:25]#[N:26]. The yield is 0.420. (7) The reactants are [F:1][C:2]([F:19])([F:18])[C:3]1[CH:4]=[C:5]([CH:13]([N:15]=[N+]=[N-])[CH3:14])[CH:6]=[C:7]([C:9]([F:12])([F:11])[F:10])[CH:8]=1.[H][H]. The catalyst is CO.[Pd]. The product is [F:1][C:2]([F:18])([F:19])[C:3]1[CH:4]=[C:5]([CH:13]([NH2:15])[CH3:14])[CH:6]=[C:7]([C:9]([F:10])([F:11])[F:12])[CH:8]=1. The yield is 0.910. (8) The reactants are [O:1]=[S:2]1(=[O:49])[CH2:7][CH2:6][N:5]([CH2:8][CH2:9][NH:10][C@:11]23[CH2:45][CH2:44][C@@H:43]([C:46]([CH3:48])=[CH2:47])[C@@H:12]2[C@@H:13]2[C@@:26]([CH3:29])([CH2:27][CH2:28]3)[C@@:25]3([CH3:30])[C@@H:16]([C@:17]4([CH3:42])[C@@H:22]([CH2:23][CH2:24]3)[C:21]([CH3:32])([CH3:31])[C:20]([C:33]3[CH2:38][CH2:37][CH:36]([C:39]([OH:41])=[O:40])[CH2:35][CH:34]=3)=[CH:19][CH2:18]4)[CH2:15][CH2:14]2)[CH2:4][CH2:3]1.CO.[Si](C=[N+]=[N-])(C)(C)[CH3:53].C(O)(=O)C. The catalyst is C1(C)C=CC=CC=1. The product is [O:49]=[S:2]1(=[O:1])[CH2:7][CH2:6][N:5]([CH2:8][CH2:9][NH:10][C@:11]23[CH2:45][CH2:44][C@@H:43]([C:46]([CH3:48])=[CH2:47])[C@@H:12]2[C@@H:13]2[C@@:26]([CH3:29])([CH2:27][CH2:28]3)[C@@:25]3([CH3:30])[C@@H:16]([C@:17]4([CH3:42])[C@@H:22]([CH2:23][CH2:24]3)[C:21]([CH3:32])([CH3:31])[C:20]([C:33]3[CH2:38][CH2:37][CH:36]([C:39]([O:41][CH3:53])=[O:40])[CH2:35][CH:34]=3)=[CH:19][CH2:18]4)[CH2:15][CH2:14]2)[CH2:4][CH2:3]1. The yield is 0.840. (9) The reactants are Cl.[CH3:2][NH:3][O:4][CH3:5].CCN(C(C)C)C(C)C.C[Al](C)C.[CH3:19][O:20][C:21]1[C:22](=[O:41])[C:23]([C:37](OC)=[O:38])=[N:24][N:25]([C:27]2[CH:32]=[CH:31][CH:30]=[C:29]([C:33]([F:36])([F:35])[F:34])[CH:28]=2)[CH:26]=1. The catalyst is C(Cl)Cl. The product is [CH3:5][O:4][N:3]([CH3:2])[C:37]([C:23]1[C:22](=[O:41])[C:21]([O:20][CH3:19])=[CH:26][N:25]([C:27]2[CH:32]=[CH:31][CH:30]=[C:29]([C:33]([F:34])([F:35])[F:36])[CH:28]=2)[N:24]=1)=[O:38]. The yield is 0.670. (10) The reactants are [CH2:1]([O:5][P:6]([CH2:13][C:14]1[CH:19]=[CH:18][C:17]([NH2:20])=[CH:16][CH:15]=1)(=[O:12])[O:7][CH2:8][CH2:9][CH2:10][CH3:11])[CH2:2][CH2:3][CH3:4].Cl[C:22]1[N:27]=[C:26]([NH:28][CH2:29][C:30]2[C:31]([N:36]([CH3:41])[S:37]([CH3:40])(=[O:39])=[O:38])=[N:32][CH:33]=[CH:34][CH:35]=2)[C:25]([C:42]([F:45])([F:44])[F:43])=[CH:24][N:23]=1.[C:46]([OH:52])([C:48]([F:51])([F:50])[F:49])=[O:47]. No catalyst specified. The product is [F:49][C:48]([F:51])([F:50])[C:46]([OH:52])=[O:47].[CH2:8]([O:7][P:6]([CH2:13][C:14]1[CH:19]=[CH:18][C:17]([NH:20][C:22]2[N:27]=[C:26]([NH:28][CH2:29][C:30]3[C:31]([N:36]([CH3:41])[S:37]([CH3:40])(=[O:39])=[O:38])=[N:32][CH:33]=[CH:34][CH:35]=3)[C:25]([C:42]([F:43])([F:45])[F:44])=[CH:24][N:23]=2)=[CH:16][CH:15]=1)(=[O:12])[O:5][CH2:1][CH2:2][CH2:3][CH3:4])[CH2:9][CH2:10][CH3:11]. The yield is 0.730.